The task is: Predict the product of the given reaction.. This data is from Forward reaction prediction with 1.9M reactions from USPTO patents (1976-2016). (1) Given the reactants [C:1]([O:4][C@@H:5]1[C@@H:10]([O:11][C:12](=[O:14])[CH3:13])[C@H:9]([O:15][C:16](=[O:18])[CH3:17])[C@@H:8]([CH2:19][O:20][C:21](=[O:23])[CH3:22])[O:7][C@H:6]1[O:24][C:25]1[C:29]([CH2:30][C:31]2[CH:36]=[CH:35][C:34]([OH:37])=[CH:33][CH:32]=2)=[C:28]([CH:38]([CH3:40])[CH3:39])[NH:27][N:26]=1)(=[O:3])[CH3:2].[N+](C1C=C(S(O[CH2:54][C@@H:55]2[O:57][CH2:56]2)(=O)=O)C=CC=1)([O-])=O.C(=O)([O-])[O-].[Cs+].[Cs+].O, predict the reaction product. The product is: [C:1]([O:4][C@@H:5]1[C@@H:10]([O:11][C:12](=[O:14])[CH3:13])[C@H:9]([O:15][C:16](=[O:18])[CH3:17])[C@@H:8]([CH2:19][O:20][C:21](=[O:23])[CH3:22])[O:7][C@H:6]1[O:24][C:25]1[C:29]([CH2:30][C:31]2[CH:32]=[CH:33][C:34]([O:37][CH2:54][C@@H:55]3[O:57][CH2:56]3)=[CH:35][CH:36]=2)=[C:28]([CH:38]([CH3:40])[CH3:39])[NH:27][N:26]=1)(=[O:3])[CH3:2]. (2) The product is: [CH2:1]([N:8]1[CH2:13][CH2:12][N:11]([CH:14]2[CH2:21][CH:17]3[CH2:18][N:19]([C:30](=[O:31])[CH3:29])[CH2:20][CH:16]3[CH2:15]2)[CH2:10][CH2:9]1)[C:2]1[CH:3]=[CH:4][CH:5]=[CH:6][CH:7]=1. Given the reactants [CH2:1]([N:8]1[CH2:13][CH2:12][N:11]([CH:14]2[CH2:21][CH:17]3[CH2:18][NH:19][CH2:20][CH:16]3[CH2:15]2)[CH2:10][CH2:9]1)[C:2]1[CH:7]=[CH:6][CH:5]=[CH:4][CH:3]=1.CCN(CC)CC.[CH3:29][C:30](OC(C)=O)=[O:31], predict the reaction product. (3) The product is: [C:12]([C:11]1[CH:14]=[CH:15][C:8]([C@@H:4]2[O:5][CH2:6][CH2:7][N:2]([C:23]([O:25][C:26]([CH3:29])([CH3:28])[CH3:27])=[O:24])[CH2:3]2)=[CH:9][CH:10]=1)#[N:13]. Given the reactants Cl.[NH:2]1[CH2:7][CH2:6][O:5][C@@H:4]([C:8]2[CH:15]=[CH:14][C:11]([C:12]#[N:13])=[CH:10][CH:9]=2)[CH2:3]1.C(N(CC)CC)C.[C:23](O[C:23]([O:25][C:26]([CH3:29])([CH3:28])[CH3:27])=[O:24])([O:25][C:26]([CH3:29])([CH3:28])[CH3:27])=[O:24], predict the reaction product. (4) Given the reactants [CH3:1][C:2]1[NH:3][CH:4]=[C:5]([CH3:7])[CH:6]=1.[N:8]1([S:13]([C:16]2[CH:23]=[CH:22][CH:21]=[CH:20][C:17]=2[CH:18]=O)(=[O:15])=[O:14])[CH2:12][CH2:11][CH2:10][CH2:9]1.[OH-].[Na+].C(O)(C(F)(F)F)=O.C([SiH](CC)CC)C.C(=O)(O)[O-].[Na+], predict the reaction product. The product is: [CH3:1][C:2]1[NH:3][CH:4]=[C:5]([CH3:7])[C:6]=1[CH2:18][C:17]1[CH:20]=[CH:21][CH:22]=[CH:23][C:16]=1[S:13]([N:8]1[CH2:12][CH2:11][CH2:10][CH2:9]1)(=[O:14])=[O:15].[CH3:7][C:5]1[CH:6]=[C:2]([CH3:1])[NH:3][C:4]=1[CH2:18][C:17]1[CH:20]=[CH:21][CH:22]=[CH:23][C:16]=1[S:13]([N:8]1[CH2:12][CH2:11][CH2:10][CH2:9]1)(=[O:14])=[O:15]. (5) The product is: [CH:23]([C:22]1[S:3][C:2]([NH:1][CH2:5][CH2:6][CH2:7][NH:8][C:9](=[O:15])[O:10][C:11]([CH3:12])([CH3:14])[CH3:13])=[N:4][CH:25]=1)=[O:24]. Given the reactants [NH:1]([CH2:5][CH2:6][CH2:7][NH:8][C:9](=[O:15])[O:10][C:11]([CH3:14])([CH3:13])[CH3:12])[C:2]([NH2:4])=[S:3].C([O-])(=O)C.[Na+].Br[CH:22]([CH:25]=O)[CH:23]=[O:24], predict the reaction product. (6) Given the reactants C(O[C:6]([N:8]1[CH2:12][C:11](=[N:13][O:14][CH3:15])[CH2:10][C@H:9]1[C:16]([OH:18])=O)=[O:7])(C)(C)C.[C:19]1([C:28]2[CH:33]=[CH:32][CH:31]=[CH:30][CH:29]=2)[CH:24]=[CH:23][C:22](C(Cl)=O)=[CH:21][CH:20]=1.[NH2:34][CH2:35][CH:36]([C:38]1[CH:43]=[CH:42][C:41]([N+:44]([O-:46])=[O:45])=[CH:40][CH:39]=1)[OH:37], predict the reaction product. The product is: [C:28]1([C:19]2[CH:20]=[CH:21][CH:22]=[CH:23][CH:24]=2)[CH:29]=[CH:30][C:31]([C:6]([N:8]2[CH2:12][C:11](=[N:13][O:14][CH3:15])[CH2:10][C@H:9]2[C:16]([NH:34][CH2:35][CH:36]([OH:37])[C:38]2[CH:39]=[CH:40][C:41]([N+:44]([O-:46])=[O:45])=[CH:42][CH:43]=2)=[O:18])=[O:7])=[CH:32][CH:33]=1.